From a dataset of TCR-epitope binding with 47,182 pairs between 192 epitopes and 23,139 TCRs. Binary Classification. Given a T-cell receptor sequence (or CDR3 region) and an epitope sequence, predict whether binding occurs between them. The epitope is SGPLKAEIAQRLED. The TCR CDR3 sequence is CASSLVAILGETQYF. Result: 0 (the TCR does not bind to the epitope).